Task: Predict the product of the given reaction.. Dataset: Forward reaction prediction with 1.9M reactions from USPTO patents (1976-2016) (1) The product is: [CH3:24][O:23][C:19]([C:20]1[S:21][C:2]2[C:9]([O:10][CH2:11][CH3:12])=[C:8]([O:13][CH2:14][CH3:15])[C:7]([N+:16]([O-:18])=[O:17])=[CH:6][C:3]=2[CH:4]=1)=[O:22]. Given the reactants Br[C:2]1[C:9]([O:10][CH2:11][CH3:12])=[C:8]([O:13][CH2:14][CH3:15])[C:7]([N+:16]([O-:18])=[O:17])=[CH:6][C:3]=1[CH:4]=O.[C:19]([O:23][CH3:24])(=[O:22])[CH2:20][SH:21].C(N(CC)CC)C.Cl, predict the reaction product. (2) The product is: [C:1]([OH:8])(=[O:7])[CH2:2][CH2:3][C:4]([OH:6])=[O:5].[F:9][C:10]1[CH:15]=[CH:14][C:13]([CH2:16][C:17]2[C:26]3[C:21](=[CH:22][CH:23]=[CH:24][CH:25]=3)[C:20](=[O:27])[NH:19][N:18]=2)=[CH:12][C:11]=1[N:28]1[C:32](=[O:33])[CH:31]([CH3:34])[N:30]([CH2:35][CH2:36][N:37]2[CH2:38][CH2:39][CH2:40][CH2:41]2)[C:29]1=[O:42]. Given the reactants [C:1]([OH:8])(=[O:7])[CH2:2][CH2:3][C:4]([OH:6])=[O:5].[F:9][C:10]1[CH:15]=[CH:14][C:13]([CH2:16][C:17]2[C:26]3[C:21](=[CH:22][CH:23]=[CH:24][CH:25]=3)[C:20](=[O:27])[NH:19][N:18]=2)=[CH:12][C:11]=1[N:28]1[C:32](=[O:33])[CH:31]([CH3:34])[N:30]([CH2:35][CH2:36][N:37]2[CH2:41][CH2:40][CH2:39][CH2:38]2)[C:29]1=[O:42], predict the reaction product. (3) Given the reactants [OH:1][C:2]1[CH:19]=[CH:18][C:17]([C:20]([O:22][CH3:23])=[O:21])=[CH:16][C:3]=1[N:4]=[CH:5][C:6]1[CH:11]=[CH:10][C:9]([C:12]([O:14][CH3:15])=[O:13])=[CH:8][CH:7]=1.ClC1C(=O)C(C#N)=C(C#N)C(=O)C=1Cl, predict the reaction product. The product is: [CH3:23][O:22][C:20]([C:17]1[CH:18]=[CH:19][C:2]2[O:1][C:5]([C:6]3[CH:11]=[CH:10][C:9]([C:12]([O:14][CH3:15])=[O:13])=[CH:8][CH:7]=3)=[N:4][C:3]=2[CH:16]=1)=[O:21].